From a dataset of Forward reaction prediction with 1.9M reactions from USPTO patents (1976-2016). Predict the product of the given reaction. (1) Given the reactants [CH3:1][N:2]1[CH:6]=[CH:5][C:4]([C:7]2[CH:14]=[CH:13][C:10]([CH:11]=O)=[CH:9][CH:8]=2)=[N:3]1.N1(C2C=C[C:23]([CH:24]=[O:25])=CC=2)C=CC=N1, predict the reaction product. The product is: [CH3:1][N:2]1[CH:6]=[CH:5][C:4]([C:7]2[CH:14]=[CH:13][C:10](/[CH:11]=[CH:23]/[CH:24]=[O:25])=[CH:9][CH:8]=2)=[N:3]1. (2) Given the reactants [Cl:1][C:2]1[C:3]([C:11]([CH:13]2[CH2:18][CH2:17][CH2:16][CH2:15][CH2:14]2)=O)=[C:4]2[CH:10]=[CH:9][NH:8][C:5]2=[N:6][CH:7]=1.Cl.[NH2:20][OH:21].C(N(CC)C(C)C)(C)C.CC(O)=O, predict the reaction product. The product is: [Cl:1][C:2]1[C:3]([C:11]([CH:13]2[CH2:18][CH2:17][CH2:16][CH2:15][CH2:14]2)=[N:20][OH:21])=[C:4]2[CH:10]=[CH:9][NH:8][C:5]2=[N:6][CH:7]=1. (3) Given the reactants [NH2:1][CH2:2][CH2:3][N:4]1[CH:8]=[CH:7][C:6]([C:9]2[CH:10]=[C:11]([C:17]#[N:18])[C:12](=[CH:15][CH:16]=2)[C:13]#[N:14])=[N:5]1.[C:19]([C:22]1[CH:26]=[C:25]([C:27](O)=[O:28])[NH:24][N:23]=1)(=[O:21])[CH3:20], predict the reaction product. The product is: [C:19]([C:22]1[CH:26]=[C:25]([C:27]([NH:1][CH2:2][CH2:3][N:4]2[CH:8]=[CH:7][C:6]([C:9]3[CH:16]=[CH:15][C:12]([C:13]#[N:14])=[C:11]([C:17]#[N:18])[CH:10]=3)=[N:5]2)=[O:28])[NH:24][N:23]=1)(=[O:21])[CH3:20]. (4) Given the reactants [N+:1]([C:4]1[C:13]2[C:8](=[CH:9][CH:10]=[CH:11][CH:12]=2)[C:7]([O:14][CH2:15][C:16]2[CH:21]=[CH:20][N:19]=[C:18]([NH2:22])[N:17]=2)=[CH:6][CH:5]=1)([O-])=O.[H][H], predict the reaction product. The product is: [NH2:1][C:4]1[C:13]2[C:8](=[CH:9][CH:10]=[CH:11][CH:12]=2)[C:7]([O:14][CH2:15][C:16]2[CH:21]=[CH:20][N:19]=[C:18]([NH2:22])[N:17]=2)=[CH:6][CH:5]=1.